From a dataset of Blood-brain barrier permeability classification from the B3DB database. Regression/Classification. Given a drug SMILES string, predict its absorption, distribution, metabolism, or excretion properties. Task type varies by dataset: regression for continuous measurements (e.g., permeability, clearance, half-life) or binary classification for categorical outcomes (e.g., BBB penetration, CYP inhibition). Dataset: b3db_classification. (1) The drug is CC12C=CC(=O)C=C1CCC1C2C(=O)CC2(C)C1CCC2(O)C(=O)CO. The result is 1 (penetrates BBB). (2) The drug is CCC[C@H](C)CC. The result is 1 (penetrates BBB). (3) The result is 0 (does not penetrate BBB). The compound is CC1(C)S[C@@H]2[C@H](NC(=O)[C@H](N)c3ccc(O)cc3)C(=O)N2[C@H]1C(=O)O. (4) The compound is C=C1CC2C3C=CC4=CC(=O)CCC4(C)C3C(O)CC2(C)C1(O)C(=O)CO. The result is 1 (penetrates BBB). (5) The molecule is CNC(C)C1CCC(N)C(OC2C(N)CC(N)C(OC3OCC(C)(O)C(NC)C3O)C2O)O1. The result is 0 (does not penetrate BBB).